Dataset: Forward reaction prediction with 1.9M reactions from USPTO patents (1976-2016). Task: Predict the product of the given reaction. Given the reactants [H-].[Na+].[C:3]([CH2:5][C:6](OC)=O)#[N:4].[Br:10][C:11]1[CH:18]=C[C:14]([C:15]#[N:16])=[C:13](F)[CH:12]=1.Cl, predict the reaction product. The product is: [Br:10][C:11]1[CH:18]=[CH:6][C:5]([C:3]#[N:4])=[C:13]([CH2:14][C:15]#[N:16])[CH:12]=1.